The task is: Predict the reaction yield, written as a fraction of the theoretical maximum amount of product (1.0 means a 100% yield; for example, 0.34 means a 34% yield).. This data is from Reaction yield outcomes from USPTO patents with 853,638 reactions. (1) The reactants are [C:1]([NH2:5])([CH3:4])([CH3:3])[CH3:2].C(N(CC)CC)C.[F:13][C:14]1[CH:19]=[CH:18][C:17]([S:20](Cl)(=[O:22])=[O:21])=[CH:16][CH:15]=1. The catalyst is C(Cl)Cl. The product is [C:1]([NH:5][S:20]([C:17]1[CH:18]=[CH:19][C:14]([F:13])=[CH:15][CH:16]=1)(=[O:22])=[O:21])([CH3:4])([CH3:3])[CH3:2]. The yield is 0.800. (2) The reactants are C[Si](C)(C)[N-][Si](C)(C)C.[Li+].[CH3:11][O:12][C:13](=[O:21])[CH2:14][CH:15]1[CH2:20][CH2:19][CH2:18][CH2:17][CH2:16]1.[CH3:22]I. The catalyst is O1CCCC1.O. The product is [CH:15]1([CH:14]([CH3:22])[C:13]([O:12][CH3:11])=[O:21])[CH2:16][CH2:17][CH2:18][CH2:19][CH2:20]1. The yield is 0.920.